This data is from NCI-60 drug combinations with 297,098 pairs across 59 cell lines. The task is: Regression. Given two drug SMILES strings and cell line genomic features, predict the synergy score measuring deviation from expected non-interaction effect. (1) Drug 1: C1=CN(C(=O)N=C1N)C2C(C(C(O2)CO)O)O.Cl. Drug 2: C1=NC2=C(N=C(N=C2N1C3C(C(C(O3)CO)O)O)F)N. Cell line: A549. Synergy scores: CSS=47.0, Synergy_ZIP=5.35, Synergy_Bliss=5.58, Synergy_Loewe=-10.2, Synergy_HSA=5.11. (2) Drug 1: CC1=C(C=C(C=C1)NC(=O)C2=CC=C(C=C2)CN3CCN(CC3)C)NC4=NC=CC(=N4)C5=CN=CC=C5. Drug 2: N.N.Cl[Pt+2]Cl. Cell line: KM12. Synergy scores: CSS=25.7, Synergy_ZIP=-6.80, Synergy_Bliss=-3.36, Synergy_Loewe=-4.66, Synergy_HSA=-2.24.